Predict the product of the given reaction. From a dataset of Forward reaction prediction with 1.9M reactions from USPTO patents (1976-2016). (1) Given the reactants [F:1][C:2]1[CH:7]=[CH:6][C:5]([CH2:8][C:9]2[C:10](=[O:25])[NH:11][N:12]=[CH:13][C:14]=2[C:15]2[CH:20]=[CH:19][C:18]([S:21]([CH3:24])(=[O:23])=[O:22])=[CH:17][CH:16]=2)=[CH:4][CH:3]=1.Br[C:27]1[CH:32]=[CH:31][C:30]([F:33])=[C:29]([F:34])[CH:28]=1.FC1C=CC=CC=1.N, predict the reaction product. The product is: [F:33][C:30]1[CH:31]=[C:32]([N:11]2[C:10](=[O:25])[C:9]([CH2:8][C:5]3[CH:6]=[CH:7][C:2]([F:1])=[CH:3][CH:4]=3)=[C:14]([C:15]3[CH:20]=[CH:19][C:18]([S:21]([CH3:24])(=[O:23])=[O:22])=[CH:17][CH:16]=3)[CH:13]=[N:12]2)[CH:27]=[CH:28][C:29]=1[F:34]. (2) Given the reactants [NH2:1][C:2]1([C:5]([O:7][CH3:8])=[O:6])[CH2:4][CH2:3]1.C(=O)(O)[O-].[K+].[C:14](O[C:14]([O:16][C:17]([CH3:20])([CH3:19])[CH3:18])=[O:15])([O:16][C:17]([CH3:20])([CH3:19])[CH3:18])=[O:15], predict the reaction product. The product is: [C:17]([O:16][C:14]([NH:1][C:2]1([C:5]([O:7][CH3:8])=[O:6])[CH2:4][CH2:3]1)=[O:15])([CH3:20])([CH3:19])[CH3:18]. (3) Given the reactants [N:1]1[CH:6]=[CH:5][C:4]([CH2:7][C:8]([C:10]2[CH:11]=[C:12]([CH3:16])[CH:13]=[CH:14][CH:15]=2)=O)=[CH:3][CH:2]=1.Cl.O([NH2:20])C, predict the reaction product. The product is: [N:1]1[CH:6]=[CH:5][C:4]([CH2:7][CH:8]([NH2:20])[C:10]2[CH:11]=[C:12]([CH3:16])[CH:13]=[CH:14][CH:15]=2)=[CH:3][CH:2]=1. (4) Given the reactants Cl[C:2]1[C:7]([CH:8]=O)=[C:6]([Cl:10])[N:5]=[C:4]([S:11][CH3:12])[N:3]=1.CCN(CC)CC.[F:20][C:21]1[CH:27]=[C:26]([F:28])[CH:25]=[CH:24][C:22]=1[NH2:23].C[O:30][C:31]([CH2:33]P(=O)(OCC(F)(F)F)OCC(F)(F)F)=O, predict the reaction product. The product is: [Cl:10][C:6]1[C:7]2[CH:8]=[CH:33][C:31](=[O:30])[N:23]([C:22]3[CH:24]=[CH:25][C:26]([F:28])=[CH:27][C:21]=3[F:20])[C:2]=2[N:3]=[C:4]([S:11][CH3:12])[N:5]=1. (5) Given the reactants [Cl-].[Cl:2][C:3]1[N:8]=[C:7]([C:9]2[S:13][CH:12]=[N:11][C:10]=2[C:14]2[CH:15]=[C:16]([NH:20][C:21](=[O:30])[C:22]3[CH:27]=[C:26]([F:28])[CH:25]=[CH:24][C:23]=3[F:29])[CH:17]=[CH:18][CH:19]=2)[CH:6]=[CH:5][N:4]=1.[NH2:31][C:32]1[CH:33]=[CH:34][C:35]2[O:40][CH2:39][C:38](=[O:41])[NH:37][C:36]=2[CH:42]=1, predict the reaction product. The product is: [ClH:2].[F:29][C:23]1[CH:24]=[CH:25][C:26]([F:28])=[CH:27][C:22]=1[C:21]([NH:20][C:16]1[CH:17]=[CH:18][CH:19]=[C:14]([C:10]2[N:11]=[CH:12][S:13][C:9]=2[C:7]2[CH:6]=[CH:5][N:4]=[C:3]([NH:31][C:32]3[CH:33]=[CH:34][C:35]4[O:40][CH2:39][C:38](=[O:41])[NH:37][C:36]=4[CH:42]=3)[N:8]=2)[CH:15]=1)=[O:30]. (6) Given the reactants Br[C:2]1[CH:3]=[C:4]([CH2:8][CH2:9][N:10]([CH3:12])[CH3:11])[CH:5]=[CH:6][CH:7]=1.[CH3:13][N:14]1[C:18]([CH3:19])=[C:17](B2OC(C)(C)C(C)(C)O2)[C:16]([CH3:29])=[N:15]1.C([O-])([O-])=O.[K+].[K+], predict the reaction product. The product is: [CH3:11][N:10]([CH3:12])[CH2:9][CH2:8][C:4]1[CH:5]=[CH:6][CH:7]=[C:2]([C:17]2[C:16]([CH3:29])=[N:15][N:14]([CH3:13])[C:18]=2[CH3:19])[CH:3]=1. (7) Given the reactants [CH3:1][O:2][C:3](=[O:50])[C:4]1[CH:9]=[CH:8][C:7]([C:10]([N:12]2[CH2:18][C@H:17]([NH:19][C:20](=[O:32])[C@@H:21]([N:23](C(OC(C)(C)C)=O)[CH3:24])[CH3:22])[C:16](=[O:33])[N:15]([CH2:34][C:35]3[C:44]4[C:39](=[CH:40][CH:41]=[CH:42][CH:43]=4)[CH:38]=[CH:37][C:36]=3[CH3:45])[C:14]3[CH:46]=[CH:47][CH:48]=[CH:49][C:13]2=3)=[O:11])=[CH:6][CH:5]=1.[ClH:51], predict the reaction product. The product is: [ClH:51].[CH3:1][O:2][C:3](=[O:50])[C:4]1[CH:9]=[CH:8][C:7]([C:10]([N:12]2[CH2:18][C@H:17]([NH:19][C:20](=[O:32])[C@@H:21]([NH:23][CH3:24])[CH3:22])[C:16](=[O:33])[N:15]([CH2:34][C:35]3[C:44]4[C:39](=[CH:40][CH:41]=[CH:42][CH:43]=4)[CH:38]=[CH:37][C:36]=3[CH3:45])[C:14]3[CH:46]=[CH:47][CH:48]=[CH:49][C:13]2=3)=[O:11])=[CH:6][CH:5]=1.